This data is from Full USPTO retrosynthesis dataset with 1.9M reactions from patents (1976-2016). The task is: Predict the reactants needed to synthesize the given product. Given the product [CH3:26][O:27][C:28]1[C:34]([O:35][CH3:36])=[CH:33][CH:32]=[CH:31][C:29]=1[NH:30][C:2]1[C:11]2=[N:12][NH:13][CH:14]=[C:10]2[C:9]2[CH:8]=[C:7]([O:24][CH3:25])[CH:6]=[CH:5][C:4]=2[N:3]=1, predict the reactants needed to synthesize it. The reactants are: Cl[C:2]1[C:11]2=[N:12][N:13](CC3C=CC(OC)=CC=3)[CH:14]=[C:10]2[C:9]2[CH:8]=[C:7]([O:24][CH3:25])[CH:6]=[CH:5][C:4]=2[N:3]=1.[CH3:26][O:27][C:28]1[C:34]([O:35][CH3:36])=[CH:33][CH:32]=[CH:31][C:29]=1[NH2:30].Cl.